This data is from Forward reaction prediction with 1.9M reactions from USPTO patents (1976-2016). The task is: Predict the product of the given reaction. (1) Given the reactants [CH3:1][O:2][C:3]1[CH:7]=[C:6]([C:8]([OH:10])=O)[O:5][N:4]=1.CN(C(ON1N=NC2C=CC=NC1=2)=[N+](C)C)C.F[P-](F)(F)(F)(F)F.CCN(C(C)C)C(C)C.[NH2:44][C@H:45]([CH2:54][C:55]1[CH:60]=[CH:59][C:58]([C:61]2[CH:66]=[CH:65][CH:64]=[C:63]([Cl:67])[CH:62]=2)=[CH:57][CH:56]=1)[CH2:46][C@:47]([CH2:52][OH:53])([CH3:51])[C:48]([OH:50])=[O:49], predict the reaction product. The product is: [Cl:67][C:63]1[CH:62]=[C:61]([C:58]2[CH:57]=[CH:56][C:55]([CH2:54][C@@H:45]([NH:44][C:8]([C:6]3[O:5][N:4]=[C:3]([O:2][CH3:1])[CH:7]=3)=[O:10])[CH2:46][C@:47]([CH2:52][OH:53])([CH3:51])[C:48]([OH:50])=[O:49])=[CH:60][CH:59]=2)[CH:66]=[CH:65][CH:64]=1. (2) Given the reactants Br[C:2]1[S:3][CH:4]=[CH:5][N:6]=1.[NH2:7][C:8]1[CH:9]=[C:10]([OH:14])[CH:11]=[CH:12][CH:13]=1.Cl, predict the reaction product. The product is: [S:3]1[CH:4]=[CH:5][N:6]=[C:2]1[NH:7][C:8]1[CH:9]=[C:10]([OH:14])[CH:11]=[CH:12][CH:13]=1. (3) Given the reactants C([O:8][CH2:9][C:10]1([CH3:56])[CH2:18][C:17]2[N:16]([CH2:19][O:20][CH2:21][CH2:22][Si:23]([CH3:26])([CH3:25])[CH3:24])[N:15]=[C:14]([C:27]3[N:28]([CH2:48][O:49][CH2:50][CH2:51][Si:52]([CH3:55])([CH3:54])[CH3:53])[C:29]4[C:34]([CH:35]=3)=[CH:33][CH:32]=[C:31]([N:36]([CH3:47])[C:37](=[O:46])[CH2:38][N:39]3[CH2:44][CH2:43][CH2:42][CH2:41][C:40]3=[O:45])[CH:30]=4)[C:13]=2[CH2:12][CH2:11]1)C1C=CC=CC=1.CO, predict the reaction product. The product is: [OH:8][CH2:9][C:10]1([CH3:56])[CH2:18][C:17]2[N:16]([CH2:19][O:20][CH2:21][CH2:22][Si:23]([CH3:24])([CH3:26])[CH3:25])[N:15]=[C:14]([C:27]3[N:28]([CH2:48][O:49][CH2:50][CH2:51][Si:52]([CH3:53])([CH3:55])[CH3:54])[C:29]4[C:34]([CH:35]=3)=[CH:33][CH:32]=[C:31]([N:36]([CH3:47])[C:37](=[O:46])[CH2:38][N:39]3[CH2:44][CH2:43][CH2:42][CH2:41][C:40]3=[O:45])[CH:30]=4)[C:13]=2[CH2:12][CH2:11]1. (4) Given the reactants Cl[C:2]1[C:7]([C:8]([O:10][CH3:11])=[O:9])=[C:6]([CH3:12])[N:5]=[CH:4][CH:3]=1.[Cl:13][C:14]1[CH:19]=[CH:18][C:17](B2OC(C)(C)C(C)(C)O2)=[C:16]([F:29])[C:15]=1[O:30][CH3:31].P(=O)(O)(O)O.[K], predict the reaction product. The product is: [Cl:13][C:14]1[CH:19]=[CH:18][C:17]([C:2]2[C:7]([C:8]([O:10][CH3:11])=[O:9])=[C:6]([CH3:12])[N:5]=[CH:4][CH:3]=2)=[C:16]([F:29])[C:15]=1[O:30][CH3:31]. (5) Given the reactants [Br:1][C:2]1[C:3]([F:13])=[CH:4][C:5]([N+:10]([O-])=O)=[C:6]([CH:9]=1)[CH:7]=O.[CH2:14]([CH2:16][NH2:17])[OH:15], predict the reaction product. The product is: [Br:1][C:2]1[C:3]([F:13])=[CH:4][C:5]2[C:6](=[CH:7][N:17]([CH2:16][CH2:14][OH:15])[N:10]=2)[CH:9]=1. (6) Given the reactants [CH3:1][S:2]([C:5]1[CH:10]=[CH:9][C:8]([C:11]2[S:15][C:14]([NH2:16])=[N:13][C:12]=2[CH3:17])=[CH:7][C:6]=1[C:18]([F:21])([F:20])[F:19])(=[O:4])=[O:3].CN(C(ON1N=NC2C=CC=NC1=2)=[N+](C)C)C.F[P-](F)(F)(F)(F)F.[CH3:46][O:47][CH2:48][C:49](O)=[O:50].CCN(C(C)C)C(C)C, predict the reaction product. The product is: [CH3:1][S:2]([C:5]1[CH:10]=[CH:9][C:8]([C:11]2[S:15][C:14]([NH:16][C:49](=[O:50])[CH2:48][O:47][CH3:46])=[N:13][C:12]=2[CH3:17])=[CH:7][C:6]=1[C:18]([F:21])([F:20])[F:19])(=[O:3])=[O:4].